Task: Predict which catalyst facilitates the given reaction.. Dataset: Catalyst prediction with 721,799 reactions and 888 catalyst types from USPTO (1) Reactant: [NH2:1][CH2:2][C:3]([C@@H:6]1[C@@H:15]2[CH2:16][CH2:17][CH2:18][C@@H:14]2[C:13]2[CH:12]=[C:11]([C:19]#[N:20])[CH:10]=[CH:9][C:8]=2[NH:7]1)([CH3:5])[CH3:4].[Cl:21][C:22]1[CH:23]=[C:24]([N:29]=[C:30]=[O:31])[CH:25]=[CH:26][C:27]=1[Cl:28].O.C(OCC)(=O)C. Product: [C:19]([C:11]1[CH:10]=[CH:9][C:8]2[NH:7][C@H:6]([C:3]([CH3:5])([CH3:4])[CH2:2][NH:1][C:30]([NH:29][C:24]3[CH:25]=[CH:26][C:27]([Cl:28])=[C:22]([Cl:21])[CH:23]=3)=[O:31])[C@@H:15]3[CH2:16][CH2:17][CH2:18][C@@H:14]3[C:13]=2[CH:12]=1)#[N:20]. The catalyst class is: 9. (2) Reactant: [CH2:1]1[O:13][C:12]2[CH:11]=[CH:10][C:5]([NH:6][C:7](=[O:9])[CH3:8])=[CH:4][C:3]=2[O:2]1.[I:14]Cl.[O-]S([O-])(=S)=O.[Na+].[Na+]. Product: [I:14][C:10]1[C:5]([NH:6][C:7](=[O:9])[CH3:8])=[CH:4][C:3]2[O:2][CH2:1][O:13][C:12]=2[CH:11]=1. The catalyst class is: 585. (3) Reactant: [Br:1]N1C(=O)CCC1=O.[OH:9][N:10]=[CH:11][C:12]1[CH:19]=[CH:18][C:15]([C:16]#[N:17])=[CH:14][CH:13]=1. Product: [OH:9][N:10]=[C:11]([Br:1])[C:12]1[CH:19]=[CH:18][C:15]([C:16]#[N:17])=[CH:14][CH:13]=1. The catalyst class is: 2. (4) Reactant: [NH:1]1[C:9]2[C:4](=[CH:5][CH:6]=[CH:7][CH:8]=2)[C:3]([C:10]2[NH:14][C:13]3[CH:15]=[CH:16][C:17]([C:19](O)=[O:20])=[CH:18][C:12]=3[N:11]=2)=[N:2]1.[CH:22]([N:25](C(C)C)CC)(C)[CH3:23].C(N)C.Cl.CN(C)CCCN=C=NCC. Product: [CH2:22]([NH:25][C:19]([C:17]1[CH:16]=[CH:15][C:13]2[NH:14][C:10]([C:3]3[C:4]4[C:9](=[CH:8][CH:7]=[CH:6][CH:5]=4)[NH:1][N:2]=3)=[N:11][C:12]=2[CH:18]=1)=[O:20])[CH3:23]. The catalyst class is: 9. (5) Reactant: [Si:1]([O:8][C@H:9]1[CH2:12][N:11]([C:13]2[CH:18]=[N:17][CH:16]=[C:15]([Cl:19])[N:14]=2)[C@@H:10]1[C:20](O)=[O:21])([C:4]([CH3:7])([CH3:6])[CH3:5])([CH3:3])[CH3:2].[F:23][C:24]([F:28])([F:27])[CH2:25][NH2:26].C1CN([P+](ON2N=NC3C=CC=CC2=3)(N2CCCC2)N2CCCC2)CC1.F[P-](F)(F)(F)(F)F.CCN(C(C)C)C(C)C. Product: [Si:1]([O:8][C@H:9]1[CH2:12][N:11]([C:13]2[CH:18]=[N:17][CH:16]=[C:15]([Cl:19])[N:14]=2)[C@@H:10]1[C:20]([NH:26][CH2:25][C:24]([F:28])([F:27])[F:23])=[O:21])([C:4]([CH3:7])([CH3:6])[CH3:5])([CH3:3])[CH3:2]. The catalyst class is: 329. (6) Reactant: [CH2:1]([C:4]1[C:8]2[CH:9]=[CH:10][C:11]([C:13]([F:16])([F:15])[F:14])=[CH:12][C:7]=2[S:6][C:5]=1[CH2:17][OH:18])[CH2:2][CH3:3].[Cr](Cl)([O-])(=O)=O.[NH+]1C=CC=CC=1.CCOCC. Product: [CH2:1]([C:4]1[C:8]2[CH:9]=[CH:10][C:11]([C:13]([F:15])([F:16])[F:14])=[CH:12][C:7]=2[S:6][C:5]=1[CH:17]=[O:18])[CH2:2][CH3:3]. The catalyst class is: 4. (7) Reactant: C1(C)C=CC(S([O-])(=O)=O)=CC=1.[NH+]1C=CC=CC=1.[F:18][C:19]1[C:20]([C:33]2[S:37][C:36]3[C:38]([C:42]4[C:47]([O:48][CH2:49][CH2:50][O:51]C5CCCCO5)=[CH:46][N:45]=[C:44]([F:58])[CH:43]=4)=[CH:39][CH:40]=[CH:41][C:35]=3[CH:34]=2)=[N:21][C:22]([NH:25][CH2:26][CH2:27][N:28]2[CH:32]=[CH:31][N:30]=[N:29]2)=[N:23][CH:24]=1. Product: [N:28]1([CH2:27][CH2:26][NH:25][C:22]2[N:21]=[C:20]([C:33]3[S:37][C:36]4[C:38]([C:42]5[CH:43]=[C:44]([F:58])[N:45]=[CH:46][C:47]=5[O:48][CH2:49][CH2:50][OH:51])=[CH:39][CH:40]=[CH:41][C:35]=4[CH:34]=3)[C:19]([F:18])=[CH:24][N:23]=2)[CH:32]=[CH:31][N:30]=[N:29]1. The catalyst class is: 8. (8) The catalyst class is: 542. Product: [CH3:20][O:21][C:22]1[C:30]([C:31]([F:32])([F:33])[F:34])=[CH:29][C:25]([C:26]([N:3]2[C:4]3[CH:9]=[CH:8][CH:7]=[CH:6][C:5]=3[S:1][CH2:2]2)=[O:27])=[CH:24][C:23]=1[S:35][CH3:36]. Reactant: [S:1]1[C:5]2[CH:6]=[CH:7][CH:8]=[CH:9][C:4]=2[NH:3][CH2:2]1.NC1C=CC=CC=1S.C=O.[CH3:20][O:21][C:22]1[C:30]([C:31]([F:34])([F:33])[F:32])=[CH:29][C:25]([C:26](Cl)=[O:27])=[CH:24][C:23]=1[S:35][CH3:36].